Task: Predict the reactants needed to synthesize the given product.. Dataset: Retrosynthesis with 50K atom-mapped reactions and 10 reaction types from USPTO (1) Given the product CCN1CCC(O)(c2cccc(Cl)c2F)C1, predict the reactants needed to synthesize it. The reactants are: CCI.OC1(c2cccc(Cl)c2F)CCNC1. (2) Given the product C=CCc1nc(-c2c(C)nn3ccccc23)sc1C(=O)OC, predict the reactants needed to synthesize it. The reactants are: C=CCB1OC(C)(C)C(C)(C)O1.COC(=O)c1sc(-c2c(C)nn3ccccc23)nc1OS(=O)(=O)C(F)(F)F. (3) Given the product CC1(C)OC(=O)Nc2ccc(-c3cccc(C#N)c3)cc21, predict the reactants needed to synthesize it. The reactants are: CC1(C)OC(=O)Nc2ccc(B(O)O)cc21.N#Cc1cccc(Br)c1.